Task: Predict the product of the given reaction.. Dataset: Forward reaction prediction with 1.9M reactions from USPTO patents (1976-2016) Given the reactants [Br:1][C:2]1[CH:7]=[CH:6][C:5]([CH2:8][C:9]([OH:11])=O)=[CH:4][CH:3]=1.O=S(Cl)Cl.[CH3:16][N:17](C=O)C.CN, predict the reaction product. The product is: [Br:1][C:2]1[CH:7]=[CH:6][C:5]([CH2:8][C:9]([NH:17][CH3:16])=[O:11])=[CH:4][CH:3]=1.